Task: Predict the reactants needed to synthesize the given product.. Dataset: Full USPTO retrosynthesis dataset with 1.9M reactions from patents (1976-2016) (1) Given the product [CH3:21][CH:20]([CH3:22])[CH2:19][C:18]([NH:17][C:13]1[CH:14]=[CH:15][CH:16]=[C:11]([C:10]2[N:5]3[N:4]=[CH:3][C:2]([C:25]4[S:24][CH:28]=[CH:27][CH:26]=4)=[C:6]3[N:7]=[CH:8][CH:9]=2)[CH:12]=1)=[O:23], predict the reactants needed to synthesize it. The reactants are: Br[C:2]1[CH:3]=[N:4][N:5]2[C:10]([C:11]3[CH:12]=[C:13]([NH:17][C:18](=[O:23])[CH2:19][CH:20]([CH3:22])[CH3:21])[CH:14]=[CH:15][CH:16]=3)=[CH:9][CH:8]=[N:7][C:6]=12.[S:24]1[CH:28]=[CH:27][CH:26]=[C:25]1B(O)O. (2) Given the product [Br:26][C:23]1[CH:22]=[CH:21][C:20]([C:17]2[CH:16]=[CH:15][C:14]([C:5]3[CH:4]=[C:3]([OH:2])[N:7]([C:8]4[CH:13]=[CH:12][CH:11]=[CH:10][N:9]=4)[N:6]=3)=[CH:19][CH:18]=2)=[CH:25][CH:24]=1, predict the reactants needed to synthesize it. The reactants are: C(=O)(OC(C)(C)C)[O:2][C:3]1[N:7]([C:8]2[CH:13]=[CH:12][CH:11]=[CH:10][N:9]=2)[N:6]=[C:5]([C:14]2[CH:19]=[CH:18][C:17]([C:20]3[CH:25]=[CH:24][C:23]([Br:26])=[CH:22][CH:21]=3)=[CH:16][CH:15]=2)[CH:4]=1.C(=O)(OC(C)(C)C)OC1N(C2C=CC=CN=2)N=C(C2C=CC(C3C=CC=CC=3)=CC=2)C=1. (3) Given the product [CH3:32][O:31][C:28]1[CH:27]=[CH:26][C:25]([C:22]2[CH:21]=[CH:20][C:19]([C:10]3[CH:9]=[C:8]([OH:7])[N:12]([C:13]4[CH:18]=[CH:17][CH:16]=[CH:15][N:14]=4)[N:11]=3)=[CH:24][CH:23]=2)=[CH:30][CH:29]=1, predict the reactants needed to synthesize it. The reactants are: C(=O)([O:7][C:8]1[N:12]([C:13]2[CH:18]=[CH:17][CH:16]=[CH:15][N:14]=2)[N:11]=[C:10]([C:19]2[CH:24]=[CH:23][C:22]([C:25]3[CH:30]=[CH:29][C:28]([O:31][CH3:32])=[CH:27][CH:26]=3)=[CH:21][CH:20]=2)[CH:9]=1)OC(C)(C)C.C(=O)(OC(C)(C)C)OC1N(C2C=CC=CN=2)N=C(C2C=CC(C3C=CC=CC=3)=CC=2)C=1.